From a dataset of Orexin1 receptor HTS with 218,158 compounds and 233 confirmed actives. Binary Classification. Given a drug SMILES string, predict its activity (active/inactive) in a high-throughput screening assay against a specified biological target. (1) The compound is Clc1ccc(n2ncc(c2C2CCN(CC2)C(OC(C)(C)C)=O)C(O)=O)cc1. The result is 0 (inactive). (2) The molecule is S(=O)(=O)(Cc1oc(C(=O)N2CCN(CC2)Cc2ccccc2)cc1)c1ccc(OC)cc1. The result is 0 (inactive).